Dataset: Catalyst prediction with 721,799 reactions and 888 catalyst types from USPTO. Task: Predict which catalyst facilitates the given reaction. (1) Reactant: [NH2:1][C:2]1[CH:11]=[CH:10][CH:9]=[C:8]2[C:3]=1[CH:4]=[CH:5][N:6]=[CH:7]2.[Cl-].[Cl-].[Cl-].[Al+3].[Br:16]Br.[OH-].[Na+]. Product: [Br:16][C:9]1[C:8]2[CH:7]=[N:6][CH:5]=[CH:4][C:3]=2[C:2]([NH2:1])=[CH:11][CH:10]=1. The catalyst class is: 13. (2) Reactant: [Cl:1][C:2]1[CH:3]=[C:4]([C:9]2[CH:13]=[C:12]([CH2:14][CH2:15][CH2:16][CH2:17][OH:18])[N:11]([C:19]3[CH:28]=[CH:27][C:26]4[C:21](=[CH:22][CH:23]=[CH:24][CH:25]=4)[CH:20]=3)[N:10]=2)[CH:5]=[C:6]([Cl:8])[CH:7]=1.[Cr](O[Cr]([O-])(=O)=O)([O-])(=O)=[O:30].[NH+]1C=CC=CC=1.[NH+]1C=CC=CC=1. The catalyst class is: 9. Product: [Cl:1][C:2]1[CH:3]=[C:4]([C:9]2[CH:13]=[C:12]([CH2:14][CH2:15][CH2:16][C:17]([OH:30])=[O:18])[N:11]([C:19]3[CH:28]=[CH:27][C:26]4[C:21](=[CH:22][CH:23]=[CH:24][CH:25]=4)[CH:20]=3)[N:10]=2)[CH:5]=[C:6]([Cl:8])[CH:7]=1. (3) Reactant: C(OC([N:8]1[CH2:18][CH:17]2[N:19]([S:20]([C:23]3[CH:28]=[CH:27][C:26]([Cl:29])=[CH:25][CH:24]=3)(=[O:22])=[O:21])[CH:10]([CH2:11][C:12]3[NH:13][N:14]=[CH:15][C:16]=32)[CH2:9]1)=O)(C)(C)C.Cl. Product: [Cl:29][C:26]1[CH:25]=[CH:24][C:23]([S:20]([N:19]2[CH:10]3[CH2:9][NH:8][CH2:18][CH:17]2[C:16]2[CH:15]=[N:14][NH:13][C:12]=2[CH2:11]3)(=[O:21])=[O:22])=[CH:28][CH:27]=1. The catalyst class is: 12.